This data is from Catalyst prediction with 721,799 reactions and 888 catalyst types from USPTO. The task is: Predict which catalyst facilitates the given reaction. (1) Reactant: [C:1]([C:5]1[CH:6]=[C:7]([C:14]([OH:16])=[O:15])[CH:8]=[C:9]([CH:13]=1)[C:10]([OH:12])=[O:11])([CH3:4])([CH3:3])[CH3:2].[CH2:17]([C:19]1[NH:20][CH:21]=[C:22]([CH3:24])[N:23]=1)[CH3:18]. Product: [C:1]([C:5]1[CH:6]=[C:7]([C:14]([OH:16])=[O:15])[CH:8]=[C:9]([CH:13]=1)[C:10]([OH:12])=[O:11])([CH3:4])([CH3:2])[CH3:3].[CH2:17]([C:19]1[NH:20][CH:21]=[C:22]([CH3:24])[N:23]=1)[CH3:18]. The catalyst class is: 5. (2) Reactant: [N+:1]([C:4]1[CH:5]=[C:6]2[C:10](=[CH:11][CH:12]=1)[NH:9][N:8]=[C:7]2[C:13]([OH:15])=O)([O-:3])=[O:2].[CH3:16][N:17](C)[OH:18].[CH2:20](Cl)CCl.C1C=CC2N(O)N=NC=2C=1.C(N(CC)CC)C. Product: [CH3:20][O:18][N:17]([CH3:16])[C:13]([C:7]1[C:6]2[C:10](=[CH:11][CH:12]=[C:4]([N+:1]([O-:3])=[O:2])[CH:5]=2)[NH:9][N:8]=1)=[O:15]. The catalyst class is: 3. (3) Reactant: Br[C:2]1[CH:7]=[C:6]([O:8][CH2:9][C:10]([F:13])([F:12])[F:11])[C:5]([C:14]([F:17])([F:16])[F:15])=[CH:4][C:3]=1[N+:18]([O-:20])=[O:19].[C:21]([Cu])#[N:22].Cl. Product: [N+:18]([C:3]1[CH:4]=[C:5]([C:14]([F:17])([F:16])[F:15])[C:6]([O:8][CH2:9][C:10]([F:13])([F:12])[F:11])=[CH:7][C:2]=1[C:21]#[N:22])([O-:20])=[O:19]. The catalyst class is: 37.